Task: Predict the reaction yield, written as a fraction of the theoretical maximum amount of product (1.0 means a 100% yield; for example, 0.34 means a 34% yield).. Dataset: Reaction yield outcomes from USPTO patents with 853,638 reactions (1) The product is [F:14][C:15]1[CH:16]=[CH:17][CH:18]=[C:19]2[C:23]=1[NH:22][CH:21]=[C:20]2[CH2:24][NH:6][CH3:5]. The yield is 0.900. The reactants are BrC1C=C[C:5](NCC(OC)=O)=[N:6]C=1.[F:14][C:15]1[CH:16]=[CH:17][CH:18]=[C:19]2[C:23]=1[NH:22][CH:21]=[C:20]2[CH:24]=O.CN1C2C(=CC=CC=2)C(C)=C1C=O. No catalyst specified. (2) The reactants are Br[C:2]1[C:3]([NH:9][C:10](=[O:13])[CH2:11]I)=[N:4][CH:5]=[C:6]([Br:8])[N:7]=1.C(N(C(C)C)CC)(C)C.Cl.[CH3:24][O:25][C@@H:26]1[CH2:31][CH2:30][C@H:29]([NH2:32])[CH2:28][CH2:27]1. The catalyst is C(#N)C. The product is [Br:8][C:6]1[N:7]=[C:2]2[N:32]([C@H:29]3[CH2:30][CH2:31][C@@H:26]([O:25][CH3:24])[CH2:27][CH2:28]3)[CH2:11][C:10](=[O:13])[NH:9][C:3]2=[N:4][CH:5]=1. The yield is 0.550. (3) The yield is 0.410. The product is [CH:30]1([C:26]2[N:25]=[C:24]([CH2:23][N:18]3[C:19]4[C:15](=[C:14]([NH:13][C:11]([C:8]5[N:5]6[CH:6]=[CH:7][C:2]([O:46][CH2:45][CH2:44][N:41]7[CH2:42][CH2:43][N:38]([CH2:37][CH2:36][O:35][CH3:34])[CH2:39][CH2:40]7)=[CH:3][C:4]6=[N:10][CH:9]=5)=[O:12])[CH:22]=[CH:21][CH:20]=4)[C:16]([CH3:33])=[N:17]3)[CH:29]=[CH:28][CH:27]=2)[CH2:31][CH2:32]1. The reactants are F[C:2]1[CH:7]=[CH:6][N:5]2[C:8]([C:11]([NH:13][C:14]3[CH:22]=[CH:21][CH:20]=[C:19]4[C:15]=3[C:16]([CH3:33])=[N:17][N:18]4[CH2:23][C:24]3[CH:29]=[CH:28][CH:27]=[C:26]([CH:30]([CH3:32])[CH3:31])[N:25]=3)=[O:12])=[CH:9][N:10]=[C:4]2[CH:3]=1.[CH3:34][O:35][CH2:36][CH2:37][N:38]1[CH2:43][CH2:42][N:41]([CH2:44][CH2:45][OH:46])[CH2:40][CH2:39]1.O1CCN(CCO)CC1. No catalyst specified. (4) The reactants are [Cl:1][C:2]1[S:3][C:4]([Cl:12])=[CH:5][C:6]=1[CH2:7][CH2:8][C:9]([OH:11])=O.C(Cl)(=O)C(Cl)=O.[Cl-].[Al+3].[Cl-].[Cl-]. The catalyst is C(Cl)Cl. The product is [Cl:1][C:2]1[S:3][C:4]([Cl:12])=[C:5]2[C:9](=[O:11])[CH2:8][CH2:7][C:6]=12. The yield is 0.980.